This data is from Full USPTO retrosynthesis dataset with 1.9M reactions from patents (1976-2016). The task is: Predict the reactants needed to synthesize the given product. (1) Given the product [O:27]1[C:28]2[CH:34]=[CH:33][CH:32]=[CH:31][C:29]=2[N:30]=[C:26]1[C@@H:22]1[CH2:23][CH2:24][CH2:25][N:21]1[C:14]([C@H:13]([CH2:17][CH2:18][CH2:19][CH3:20])[CH2:12][N:9]([OH:8])[CH:10]=[O:11])=[O:15], predict the reactants needed to synthesize it. The reactants are: C([O:8][N:9]([CH2:12][C@@H:13]([CH2:17][CH2:18][CH2:19][CH3:20])[C:14](O)=[O:15])[CH:10]=[O:11])C1C=CC=CC=1.[NH:21]1[CH2:25][CH2:24][CH2:23][C@H:22]1[C:26]1[O:27][C:28]2[CH:34]=[CH:33][CH:32]=[CH:31][C:29]=2[N:30]=1. (2) Given the product [CH3:18][N:19]([CH3:25])[C:20]([CH3:24])([CH3:23])[CH2:21][O:22][C:2]1[C:7]([O:8][CH2:9][CH2:10][OH:11])=[CH:6][CH:5]=[CH:4][N:3]=1, predict the reactants needed to synthesize it. The reactants are: Cl[C:2]1[C:7]([O:8][CH2:9][CH2:10][O:11]C2CCCCO2)=[CH:6][CH:5]=[CH:4][N:3]=1.[CH3:18][N:19]([CH3:25])[C:20]([CH3:24])([CH3:23])[CH2:21][OH:22].CC(C)([O-])C.[K+].C(O)(C)(C)C. (3) Given the product [Cl:11][CH2:12][C:13]([NH:1][C:2]1[CH:10]=[N:9][CH:8]=[CH:7][C:3]=1[C:4]([NH2:6])=[O:5])=[O:14], predict the reactants needed to synthesize it. The reactants are: [NH2:1][C:2]1[CH:10]=[N:9][CH:8]=[CH:7][C:3]=1[C:4]([NH2:6])=[O:5].[Cl:11][CH2:12][C:13](Cl)=[O:14].